From a dataset of HIV replication inhibition screening data with 41,000+ compounds from the AIDS Antiviral Screen. Binary Classification. Given a drug SMILES string, predict its activity (active/inactive) in a high-throughput screening assay against a specified biological target. (1) The drug is CCCCCCCCCCCCCCCCCC(=O)OCCO. The result is 0 (inactive). (2) The molecule is c1csc(-c2cc(-c3cccs3)c(-c3ccsc3)s2)c1. The result is 0 (inactive). (3) The compound is COCN1C(=O)C2CC(O)CN2C(=O)c2ccccc21. The result is 0 (inactive). (4) The drug is CC1=CC(C)C(=O)N(C)C(C)=C1. The result is 0 (inactive).